From a dataset of CYP2C19 inhibition data for predicting drug metabolism from PubChem BioAssay. Regression/Classification. Given a drug SMILES string, predict its absorption, distribution, metabolism, or excretion properties. Task type varies by dataset: regression for continuous measurements (e.g., permeability, clearance, half-life) or binary classification for categorical outcomes (e.g., BBB penetration, CYP inhibition). Dataset: cyp2c19_veith. (1) The compound is O=c1c(-c2cc(F)cc(F)c2)nc2cnc(N3CCNCC3)nc2n1CCc1ccccc1. The result is 1 (inhibitor). (2) The drug is O=C1Nc2ccccc2C(=O)C1(Cl)Cc1ccccc1. The result is 1 (inhibitor). (3) The result is 1 (inhibitor). The molecule is CCCCOC(=O)Nc1ccccc1C(=O)OC. (4) The drug is COCCn1c(=O)c(CCc2ccccc2)nc2cnc(Oc3ccc(OC)cc3)nc21. The result is 1 (inhibitor). (5) The drug is COc1cccc(-c2nccc(NCc3ccccc3)n2)c1. The result is 1 (inhibitor). (6) The molecule is COc1ccc(COC(=O)N/N=C2/C[C@@H](O)[C@@H](O)[C@@H]3[C@@H]4C(=O)N(Cc5ccc6c(c5)OCO6)C(=O)[C@H]4CC[C@@H]23)cc1. The result is 0 (non-inhibitor).